This data is from Experimentally validated miRNA-target interactions with 360,000+ pairs, plus equal number of negative samples. The task is: Binary Classification. Given a miRNA mature sequence and a target amino acid sequence, predict their likelihood of interaction. The miRNA is hsa-miR-6864-5p with sequence UUGAAGGGACAAGUCAGAUAUGCC. The protein sequence of the target gene is MGKMAAAVGSVATLATEPGEDAFRKLFRFYRQSRPGTADLEGVIDFSAAHAARGKGPGAQKVIKSQLNVSSVSEQNAYRAGLQPVSKWQAYGLKGYPGFIFIPNPFLPGYQWHWVKQCLKLYSQKPNVCNLDKHMSKEETQDLWEQSKEFLRYKEATKRRPRSLLEKLRWVTVGYHYNWDSKKYSADHYTPFPSDLGFLSEQVAAACGFEDFRAEAGILNYYRLDSTLGIHVDRSELDHSKPLLSFSFGQSAIFLLGGLQRDEAPTAMFMHSGDIMIMSGFSRLLNHAVPRVLPNPEGEG.... Result: 0 (no interaction).